Dataset: Retrosynthesis with 50K atom-mapped reactions and 10 reaction types from USPTO. Task: Predict the reactants needed to synthesize the given product. (1) The reactants are: CCCCCCCCOc1ccc(B(O)O)cn1.Clc1cnc(-c2ccc(OCc3ccccc3)cc2)cn1. Given the product CCCCCCCCOc1ccc(-c2cnc(-c3ccc(OCc4ccccc4)cc3)cn2)cn1, predict the reactants needed to synthesize it. (2) Given the product COC(=O)C=Cc1cccc(I)c1, predict the reactants needed to synthesize it. The reactants are: COC(=O)C=P(c1ccccc1)(c1ccccc1)c1ccccc1.O=Cc1cccc(I)c1. (3) Given the product COc1ccc(-c2ccc3oc(-c4ccc(OC)c([N+](=O)[O-])c4)nc3c2)cc1, predict the reactants needed to synthesize it. The reactants are: COc1ccc(-c2nc3cc(Br)ccc3o2)cc1[N+](=O)[O-].COc1ccc(B(O)O)cc1. (4) Given the product CNC(=O)C(C)(c1ccc(Cl)cc1)c1ccc(-n2ncc(=O)[nH]c2=O)cc1Cl, predict the reactants needed to synthesize it. The reactants are: CC(C(=O)Cl)(c1ccc(Cl)cc1)c1ccc(-n2ncc(=O)[nH]c2=O)cc1Cl.CN.